From a dataset of Reaction yield outcomes from USPTO patents with 853,638 reactions. Predict the reaction yield, written as a fraction of the theoretical maximum amount of product (1.0 means a 100% yield; for example, 0.34 means a 34% yield). (1) The reactants are C(O/[CH:4]=[CH:5]/[C:6](=O)[C:7]([F:13])([F:12])[C:8]([F:11])([F:10])[F:9])C.[CH3:15][S:16][CH:17]([CH3:25])/[CH:18]=[CH:19]/[N:20]1CCCC1.C([O-])(=O)C.[NH4+].O. The catalyst is C(OCC)C. The product is [CH3:15][S:16][CH:17]([C:18]1[CH:4]=[CH:5][C:6]([C:7]([F:12])([F:13])[C:8]([F:9])([F:10])[F:11])=[N:20][CH:19]=1)[CH3:25]. The yield is 0.120. (2) The reactants are [CH3:1][S:2](Cl)(=[O:4])=[O:3].[CH2:6]([O:8][CH2:9][C:10]1[N:11]([CH2:23][C:24]2([NH2:30])[CH2:29][CH2:28][CH2:27][CH2:26][CH2:25]2)[C:12]2[C:21]3[CH:20]=[CH:19][CH:18]=[CH:17][C:16]=3[N:15]=[CH:14][C:13]=2[N:22]=1)[CH3:7].N1C=CC=CC=1. The catalyst is CN(C)C1C=CN=CC=1.ClCCl. The product is [CH2:6]([O:8][CH2:9][C:10]1[N:11]([CH2:23][C:24]2([NH:30][S:2]([CH3:1])(=[O:4])=[O:3])[CH2:29][CH2:28][CH2:27][CH2:26][CH2:25]2)[C:12]2[C:21]3[CH:20]=[CH:19][CH:18]=[CH:17][C:16]=3[N:15]=[CH:14][C:13]=2[N:22]=1)[CH3:7]. The yield is 0.800. (3) The reactants are [CH2:1]([C:3]1[N:8]([C:9]2[CH:14]=[CH:13][C:12]([O:15][CH:16]3[CH2:20][CH2:19][CH2:18][C@H:17]3[OH:21])=[CH:11][CH:10]=2)[C:7](=[O:22])[C:6]([CH2:23][C:24]2[CH:29]=[CH:28][C:27]([C:30]3[CH:35]=[CH:34][CH:33]=[CH:32][C:31]=3[C:36]3[NH:40][C:39](=[O:41])[O:38][N:37]=3)=[CH:26][CH:25]=2)=[C:5]([CH2:42][CH2:43][CH3:44])[N:4]=1)[CH3:2].CC(OI1(OC(C)=O)(OC(C)=O)OC(=O)C2C1=CC=CC=2)=O.C(OCC)(=O)C.S([O-])([O-])(=O)=S.[Na+].[Na+]. The catalyst is ClCCl.O. The product is [CH2:1]([C:3]1[N:8]([C:9]2[CH:10]=[CH:11][C:12]([O:15][CH:16]3[CH2:20][CH2:19][CH2:18][C:17]3=[O:21])=[CH:13][CH:14]=2)[C:7](=[O:22])[C:6]([CH2:23][C:24]2[CH:29]=[CH:28][C:27]([C:30]3[CH:35]=[CH:34][CH:33]=[CH:32][C:31]=3[C:36]3[NH:40][C:39](=[O:41])[O:38][N:37]=3)=[CH:26][CH:25]=2)=[C:5]([CH2:42][CH2:43][CH3:44])[N:4]=1)[CH3:2]. The yield is 0.650. (4) The product is [CH3:17][C:14]1[CH:13]=[CH:12][C:11]([C:10]2[CH:6]=[CH:7][NH:8][CH:9]=2)=[CH:16][CH:15]=1. The reactants are C(OC([C:6]1[C:10]([C:11]2[CH:16]=[CH:15][C:14]([CH3:17])=[CH:13][CH:12]=2)=[CH:9][NH:8][CH:7]=1)=O)C.[OH-].[Na+].[Na+].[Cl-]. The yield is 0.710. The catalyst is C(O)CO. (5) The reactants are [O:1]1[C:5]2[CH:6]=[CH:7][C:8]([CH2:10][C:11](=[N:13][NH:14][C:15](=[S:17])[NH2:16])[CH3:12])=[CH:9][C:4]=2[O:3][CH2:2]1.Br[CH2:19][C:20]([C:22]1[CH:27]=[CH:26][CH:25]=[C:24]([Cl:28])[CH:23]=1)=O. The catalyst is C1COCC1. The product is [O:1]1[C:5]2[CH:6]=[CH:7][C:8]([CH2:10][C:11](=[N:13][NH:14][C:15]3[S:17][CH:19]=[C:20]([C:22]4[CH:27]=[CH:26][CH:25]=[C:24]([Cl:28])[CH:23]=4)[N:16]=3)[CH3:12])=[CH:9][C:4]=2[O:3][CH2:2]1. The yield is 0.840. (6) The reactants are Cl[C:2]1[C:11]2[CH:12]=[CH:13][S:14][C:10]=2[C:9]2[CH:8]=[CH:7][C:6]([C:15]([O-:17])=[O:16])=[CH:5][C:4]=2[N:3]=1.[NH2:18][CH2:19][C:20]1[CH:21]=[N:22][CH:23]=[CH:24][CH:25]=1. The catalyst is CN1C(=O)CCC1.CO. The product is [N:22]1[CH:23]=[CH:24][CH:25]=[C:20]([CH2:19][NH:18][C:2]2[C:11]3[CH:12]=[CH:13][S:14][C:10]=3[C:9]3[CH:8]=[CH:7][C:6]([C:15]([OH:17])=[O:16])=[CH:5][C:4]=3[N:3]=2)[CH:21]=1. The yield is 0.620. (7) The reactants are [CH3:1][C:2]1[CH:3]=[C:4]([N+:10]([O-:12])=[O:11])[C:5](=O)[NH:6][C:7]=1[CH3:8].P(Cl)(Cl)(Cl)(Cl)[Cl:14]. No catalyst specified. The product is [Cl:14][C:5]1[C:4]([N+:10]([O-:12])=[O:11])=[CH:3][C:2]([CH3:1])=[C:7]([CH3:8])[N:6]=1. The yield is 0.902.